Dataset: Full USPTO retrosynthesis dataset with 1.9M reactions from patents (1976-2016). Task: Predict the reactants needed to synthesize the given product. (1) Given the product [Br:1][C:2]1[CH:10]=[C:6]([C:7]([N:33]2[CH2:34][CH2:35][CH2:36][N:30]([CH:26]3[CH2:27][CH2:28][CH2:29]3)[CH2:31][CH2:32]2)=[O:9])[CH:5]=[N:4][CH:3]=1, predict the reactants needed to synthesize it. The reactants are: [Br:1][C:2]1[CH:3]=[N:4][CH:5]=[C:6]([CH:10]=1)[C:7]([OH:9])=O.C(Cl)(=O)C(Cl)=O.CCN(CC)CC.Cl.Cl.[CH:26]1([N:30]2[CH2:36][CH2:35][CH2:34][NH:33][CH2:32][CH2:31]2)[CH2:29][CH2:28][CH2:27]1. (2) Given the product [NH2:16][C:15]1[C:10]2[C:9]([C:17]3[CH:22]=[CH:21][CH:20]=[C:19]([O:23][CH2:24][C:25]4[CH:30]=[CH:29][CH:28]=[CH:27][CH:26]=4)[CH:18]=3)=[CH:8][N:7]([C@@H:5]3[CH2:4][C@H:3]([CH2:2][NH:1][C:35]([NH:34][CH:32]([CH3:33])[CH3:31])=[O:36])[CH2:6]3)[C:11]=2[N:12]=[CH:13][N:14]=1, predict the reactants needed to synthesize it. The reactants are: [NH2:1][CH2:2][C@@H:3]1[CH2:6][C@H:5]([N:7]2[C:11]3[N:12]=[CH:13][N:14]=[C:15]([NH2:16])[C:10]=3[C:9]([C:17]3[CH:22]=[CH:21][CH:20]=[C:19]([O:23][CH2:24][C:25]4[CH:30]=[CH:29][CH:28]=[CH:27][CH:26]=4)[CH:18]=3)=[CH:8]2)[CH2:4]1.[CH3:31][CH:32]([N:34]=[C:35]=[O:36])[CH3:33]. (3) Given the product [CH2:18]([O:17][C:15]([N:1]1[CH2:12][CH2:11][NH:10][CH2:9][CH2:8][N:7]([C:15]([O:17][CH2:18][C:19]2[CH:24]=[CH:23][CH:22]=[CH:21][CH:20]=2)=[O:25])[CH2:6][CH2:5][NH:4][CH2:3][CH2:2]1)=[O:16])[C:19]1[CH:24]=[CH:23][CH:22]=[CH:21][CH:20]=1, predict the reactants needed to synthesize it. The reactants are: [NH:1]1[CH2:12][CH2:11][NH:10][CH2:9][CH2:8][NH:7][CH2:6][CH2:5][NH:4][CH2:3][CH2:2]1.Cl.Cl[C:15]([O:17][CH2:18][C:19]1[CH:24]=[CH:23][CH:22]=[CH:21][CH:20]=1)=[O:16].[OH-:25].[Na+]. (4) Given the product [NH2:15][C:16]1[S:20][C:19]([C:21]2[C:26]([F:27])=[CH:25][CH:24]=[CH:23][C:22]=2[F:28])=[N:18][C:17]=1[C:29]([NH:7][C:5]1[CH:4]=[N:3][N:2]([CH3:1])[CH:6]=1)=[O:30], predict the reactants needed to synthesize it. The reactants are: [CH3:1][N:2]1[CH:6]=[C:5]([NH2:7])[CH:4]=[N:3]1.C(OC([NH:15][C:16]1[S:20][C:19]([C:21]2[C:26]([F:27])=[CH:25][CH:24]=[CH:23][C:22]=2[F:28])=[N:18][C:17]=1[C:29](O)=[O:30])=O)(C)(C)C.CN(C(ON1N=NC2C=CC=NC1=2)=[N+](C)C)C.F[P-](F)(F)(F)(F)F. (5) Given the product [NH2:18][CH2:17][C:15]1[CH:14]=[CH:13][C:11]2[N:12]=[C:8]([CH2:7][CH:1]3[CH2:6][CH2:5][CH2:4][CH2:3][CH2:2]3)[S:9][C:10]=2[CH:16]=1, predict the reactants needed to synthesize it. The reactants are: [CH:1]1([CH2:7][C:8]2[S:9][C:10]3[CH:16]=[C:15]([C:17]#[N:18])[CH:14]=[CH:13][C:11]=3[N:12]=2)[CH2:6][CH2:5][CH2:4][CH2:3][CH2:2]1.[H-].[Al+3].[Li+].[H-].[H-].[H-].